From a dataset of Full USPTO retrosynthesis dataset with 1.9M reactions from patents (1976-2016). Predict the reactants needed to synthesize the given product. (1) The reactants are: [Br:1]N1C(=O)CCC1=O.[NH2:9][C:10]1[CH:19]=[CH:18][C:17]([C:20]([C:22]2[N:26]3[CH:27]=[CH:28][CH:29]=[CH:30][C:25]3=[CH:24][N:23]=2)=[O:21])=[CH:16][C:11]=1[C:12]([O:14][CH3:15])=[O:13].O. Given the product [NH2:9][C:10]1[CH:19]=[CH:18][C:17]([C:20]([C:22]2[N:26]3[CH:27]=[CH:28][CH:29]=[CH:30][C:25]3=[C:24]([Br:1])[N:23]=2)=[O:21])=[CH:16][C:11]=1[C:12]([O:14][CH3:15])=[O:13], predict the reactants needed to synthesize it. (2) Given the product [CH3:31][O:30][C:27](=[O:29])[C:28]1[CH:17]=[CH:9][CH:8]=[CH:7][C:36]=1[NH:34][CH:35]1[CH2:18][CH2:6][N:5]([CH2:2][C:3](=[O:4])[NH:5][C:6]2[CH:7]=[CH:8][C:9]3[C:10](=[O:19])[C:11]4[C:16]([C:17]=3[CH:18]=2)=[CH:15][CH:14]=[CH:13][CH:12]=4)[CH2:3][CH2:2]1, predict the reactants needed to synthesize it. The reactants are: Cl[CH2:2][C:3]([NH:5][C:6]1[CH:7]=[CH:8][C:9]2[C:10](=[O:19])[C:11]3[C:16]([C:17]=2[CH:18]=1)=[CH:15][CH:14]=[CH:13][CH:12]=3)=[O:4].C([O-])([O-])=O.[K+].[K+].O.[C:27]([O:30][CH2:31]C)(=[O:29])[CH3:28].C[N:34]([CH:36]=O)[CH3:35]. (3) Given the product [CH2:14]([O:1][C:2]1[C:9]([N+:10]([O-:12])=[O:11])=[CH:8][C:5]([CH:6]=[O:7])=[CH:4][C:3]=1[I:13])[CH2:15][CH2:16][CH3:17], predict the reactants needed to synthesize it. The reactants are: [OH:1][C:2]1[C:9]([N+:10]([O-:12])=[O:11])=[CH:8][C:5]([CH:6]=[O:7])=[CH:4][C:3]=1[I:13].[CH2:14](O)[CH2:15][CH2:16][CH3:17].C1(P(C2C=CC=CC=2)C2C=CC=CC=2)C=CC=CC=1.CCOC(/N=N/C(OCC)=O)=O. (4) Given the product [Cl:1][C:2]1[CH:26]=[CH:25][C:5]([CH2:6][N:7]2[C:15]3[C:10](=[CH:11][C:12]([CH:16]=[C:17]4[S:21][C:20]([N:33]([O:32][CH3:31])[CH3:34])=[N:19][C:18]4=[O:24])=[CH:13][CH:14]=3)[CH:9]=[N:8]2)=[C:4]([C:27]([F:28])([F:29])[F:30])[CH:3]=1, predict the reactants needed to synthesize it. The reactants are: [Cl:1][C:2]1[CH:26]=[CH:25][C:5]([CH2:6][N:7]2[C:15]3[C:10](=[CH:11][C:12]([CH:16]=[C:17]4[S:21][CH:20](SC)[NH:19][C:18]4=[O:24])=[CH:13][CH:14]=3)[CH:9]=[N:8]2)=[C:4]([C:27]([F:30])([F:29])[F:28])[CH:3]=1.[CH3:31][O:32][NH:33][CH3:34]. (5) Given the product [C:14]([O:18][C:19]([N:21]1[CH2:26][CH2:25][N:24]([S:27]([C:30]2[CH:35]=[CH:34][C:33]([C:6]#[C:5][Si:2]([CH3:4])([CH3:3])[CH3:1])=[CH:32][CH:31]=2)(=[O:29])=[O:28])[CH2:23][CH2:22]1)=[O:20])([CH3:17])([CH3:15])[CH3:16], predict the reactants needed to synthesize it. The reactants are: [CH3:1][Si:2]([C:5]#[CH:6])([CH3:4])[CH3:3].C(N(CC)CC)C.[C:14]([O:18][C:19]([N:21]1[CH2:26][CH2:25][N:24]([S:27]([C:30]2[CH:35]=[CH:34][C:33](Br)=[CH:32][CH:31]=2)(=[O:29])=[O:28])[CH2:23][CH2:22]1)=[O:20])([CH3:17])([CH3:16])[CH3:15]. (6) Given the product [CH3:13][O:8][C:7](=[O:9])[C:6]1[CH:10]=[C:2]([Cl:1])[CH:3]=[CH:4][C:5]=1[CH:11]=[O:12], predict the reactants needed to synthesize it. The reactants are: [Cl:1][C:2]1[CH:3]=[CH:4][C:5]([CH:11]=[O:12])=[C:6]([CH:10]=1)[C:7]([OH:9])=[O:8].[C:13]([O-])([O-])=O.[K+].[K+].CI.CCOCC.